From a dataset of Forward reaction prediction with 1.9M reactions from USPTO patents (1976-2016). Predict the product of the given reaction. Given the reactants [CH:1]([C:3]1[CH:13]=[CH:12][C:6]([CH:7]=[CH:8][C:9]([OH:11])=[O:10])=[CH:5][CH:4]=1)=O.[Cl:14][C:15]1[CH:16]=[CH:17][C:18]([N:24]2[CH2:29][CH2:28][N:27]([CH3:30])[CH2:26][CH2:25]2)=[C:19]([C:21](=[O:23])[CH3:22])[CH:20]=1.[OH-].[K+].Cl, predict the reaction product. The product is: [ClH:14].[Cl:14][C:15]1[CH:16]=[CH:17][C:18]([N:24]2[CH2:29][CH2:28][N:27]([CH3:30])[CH2:26][CH2:25]2)=[C:19]([C:21](=[O:23])/[CH:22]=[CH:1]/[C:3]2[CH:13]=[CH:12][C:6](/[CH:7]=[CH:8]/[C:9]([OH:11])=[O:10])=[CH:5][CH:4]=2)[CH:20]=1.